Dataset: Full USPTO retrosynthesis dataset with 1.9M reactions from patents (1976-2016). Task: Predict the reactants needed to synthesize the given product. (1) The reactants are: [NH:1]1[C:9]2[C:4](=[C:5]([C:10]3[N:11]=[C:12]([N:22]4[CH2:27][CH2:26][O:25][CH2:24][CH2:23]4)[C:13]4[S:18][C:17]([C:19]([OH:21])=O)=[CH:16][C:14]=4[N:15]=3)[CH:6]=[CH:7][CH:8]=2)[CH:3]=[N:2]1.[N:28]1([CH:33]2[CH2:38][CH2:37][NH:36][CH2:35][CH2:34]2)[CH2:32][CH2:31][CH2:30][CH2:29]1. Given the product [NH:1]1[C:9]2[C:4](=[C:5]([C:10]3[N:11]=[C:12]([N:22]4[CH2:23][CH2:24][O:25][CH2:26][CH2:27]4)[C:13]4[S:18][C:17]([C:19]([N:36]5[CH2:37][CH2:38][CH:33]([N:28]6[CH2:32][CH2:31][CH2:30][CH2:29]6)[CH2:34][CH2:35]5)=[O:21])=[CH:16][C:14]=4[N:15]=3)[CH:6]=[CH:7][CH:8]=2)[CH:3]=[N:2]1, predict the reactants needed to synthesize it. (2) The reactants are: [Cl:1][C:2]1[C:11]2[C:6](=[CH:7][CH:8]=[C:9]([CH:12]([C:14]3[C:15]([CH3:21])=[N:16][C:17]([CH3:20])=[CH:18][CH:19]=3)[OH:13])[CH:10]=2)[N:5]=[C:4]([O:22][CH3:23])[C:3]=1[CH2:24][C:25]1[CH:26]=[N:27][C:28]([C:31]([F:34])([F:33])[F:32])=[CH:29][CH:30]=1.N#N. Given the product [Cl:1][C:2]1[C:11]2[C:6](=[CH:7][CH:8]=[C:9]([C:12]([C:14]3[C:15]([CH3:21])=[N:16][C:17]([CH3:20])=[CH:18][CH:19]=3)=[O:13])[CH:10]=2)[N:5]=[C:4]([O:22][CH3:23])[C:3]=1[CH2:24][C:25]1[CH:26]=[N:27][C:28]([C:31]([F:33])([F:32])[F:34])=[CH:29][CH:30]=1, predict the reactants needed to synthesize it. (3) The reactants are: [C:1]([O:5][C:6](=[O:15])[CH2:7][C:8]1[C:9]([CH3:14])=[N:10][NH:11][C:12]=1[CH3:13])([CH3:4])([CH3:3])[CH3:2].CC(=O)CC(=O)C.[Cl:23][C:24]1[CH:31]=[C:30]([N+:32]([O-:34])=[O:33])[CH:29]=[CH:28][C:25]=1[CH2:26]Br.C([O-])([O-])=O.[K+].[K+]. Given the product [C:1]([O:5][C:6](=[O:15])[CH2:7][C:8]1[C:12]([CH3:13])=[N:11][N:10]([CH2:26][C:25]2[CH:28]=[CH:29][C:30]([N+:32]([O-:34])=[O:33])=[CH:31][C:24]=2[Cl:23])[C:9]=1[CH3:14])([CH3:4])([CH3:3])[CH3:2], predict the reactants needed to synthesize it. (4) Given the product [CH2:1]([C@@:8]12[CH2:21][C@:20]([OH:23])([CH3:22])[C@:19]([OH:30])([C:24]3[CH:25]=[CH:26][CH:27]=[CH:28][CH:29]=3)[CH2:18][C@H:17]1[CH2:16][C:15](=[O:42])[C:14]1[CH:13]=[C:12]([C:31]([NH:33][C:34]3[C:35]([CH3:40])=[N:36][CH:37]=[CH:38][CH:39]=3)=[O:32])[CH:11]=[CH:10][C:9]2=1)[C:2]1[CH:7]=[CH:6][CH:5]=[CH:4][CH:3]=1, predict the reactants needed to synthesize it. The reactants are: [CH2:1]([C@@:8]12[CH2:21][C@:20]([OH:23])([CH3:22])[C@:19]([OH:30])([C:24]3[CH:29]=[CH:28][CH:27]=[CH:26][CH:25]=3)[CH2:18][C@H:17]1[CH2:16][CH2:15][C:14]1[CH:13]=[C:12]([C:31]([NH:33][C:34]3[C:35]([CH3:40])=[N:36][CH:37]=[CH:38][CH:39]=3)=[O:32])[CH:11]=[CH:10][C:9]2=1)[C:2]1[CH:7]=[CH:6][CH:5]=[CH:4][CH:3]=1.Cl.[O:42]=[O+][O-].O=O.